This data is from NCI-60 drug combinations with 297,098 pairs across 59 cell lines. The task is: Regression. Given two drug SMILES strings and cell line genomic features, predict the synergy score measuring deviation from expected non-interaction effect. Drug 1: CCCS(=O)(=O)NC1=C(C(=C(C=C1)F)C(=O)C2=CNC3=C2C=C(C=N3)C4=CC=C(C=C4)Cl)F. Drug 2: C1CC(=O)NC(=O)C1N2C(=O)C3=CC=CC=C3C2=O. Cell line: MDA-MB-231. Synergy scores: CSS=4.93, Synergy_ZIP=1.18, Synergy_Bliss=6.57, Synergy_Loewe=4.33, Synergy_HSA=4.50.